Dataset: Forward reaction prediction with 1.9M reactions from USPTO patents (1976-2016). Task: Predict the product of the given reaction. Given the reactants C([O:3][C:4](=[O:21])/[CH:5]=[CH:6]/[C:7]1[CH:12]=[C:11]([O:13][CH3:14])[C:10]([Cl:15])=[CH:9][C:8]=1[NH:16][S:17]([CH3:20])(=[O:19])=[O:18])C, predict the reaction product. The product is: [Cl:15][C:10]1[C:11]([O:13][CH3:14])=[CH:12][C:7](/[CH:6]=[CH:5]/[C:4]([OH:21])=[O:3])=[C:8]([NH:16][S:17]([CH3:20])(=[O:18])=[O:19])[CH:9]=1.